This data is from Forward reaction prediction with 1.9M reactions from USPTO patents (1976-2016). The task is: Predict the product of the given reaction. (1) Given the reactants [CH2:1]([N:8]1[CH2:13][CH2:12][C:11]2([C:21]3[C:16](=[CH:17][CH:18]=[CH:19][CH:20]=3)[C:15](=O)[CH2:14]2)[CH2:10][CH2:9]1)[C:2]1[CH:7]=[CH:6][CH:5]=[CH:4][CH:3]=1.Cl.[NH2:24][OH:25].C([O-])(=O)C.[Na+], predict the reaction product. The product is: [CH2:1]([N:8]1[CH2:13][CH2:12][C:11]2([C:21]3[C:16](=[CH:17][CH:18]=[CH:19][CH:20]=3)[C:15](=[N:24][OH:25])[CH2:14]2)[CH2:10][CH2:9]1)[C:2]1[CH:7]=[CH:6][CH:5]=[CH:4][CH:3]=1. (2) Given the reactants [CH2:1]([N:3]([CH2:26][CH3:27])[C:4](=[O:25])[CH:5]([CH2:13][CH2:14][O:15][CH2:16][CH2:17][O:18][CH2:19][CH2:20][O:21][CH2:22][CH2:23]O)[C:6]([N:8]([CH2:11][CH3:12])[CH2:9][CH3:10])=[O:7])[CH3:2].P(Br)(Br)[Br:29].O, predict the reaction product. The product is: [CH2:1]([N:3]([CH2:26][CH3:27])[C:4](=[O:25])[CH:5]([CH2:13][CH2:14][O:15][CH2:16][CH2:17][O:18][CH2:19][CH2:20][O:21][CH2:22][CH2:23][Br:29])[C:6]([N:8]([CH2:11][CH3:12])[CH2:9][CH3:10])=[O:7])[CH3:2]. (3) Given the reactants [O:1]1[C:9]2[CH:8]([OH:10])[CH2:7][NH:6][CH2:5][C:4]=2[CH:3]=[CH:2]1.[C:11]([C:14]1[CH:19]=[CH:18][C:17](F)=[C:16]([Cl:21])[CH:15]=1)(=[O:13])[NH2:12], predict the reaction product. The product is: [C:11]([C:14]1[CH:19]=[CH:18][C:17]([O:10][CH:8]2[CH2:7][NH:6][CH2:5][C:4]3[CH:3]=[CH:2][O:1][C:9]2=3)=[C:16]([Cl:21])[CH:15]=1)(=[O:13])[NH2:12]. (4) Given the reactants [Cl:1][C:2]1[CH:3]=[C:4]([CH:7]=[C:8]([Cl:10])[CH:9]=1)[CH2:5]O.S(Cl)(Cl)=O.C([O-])([O-])=O.[K+].[K+].[N-:21]=[N+:22]=[N-:23].[Na+], predict the reaction product. The product is: [Cl:1][C:2]1[CH:3]=[C:4]([CH:7]=[C:8]([Cl:10])[CH:9]=1)[CH2:5][N:21]=[N+:22]=[N-:23]. (5) Given the reactants [NH2:1][C:2]1[CH:3]=[CH:4][C:5]2[CH2:11][CH2:10][CH:9]([NH:12][CH2:13][CH2:14][OH:15])[CH2:8][CH2:7][C:6]=2[C:16]=1[O:17][CH3:18].Cl[C:20]1[N:25]=[C:24]([NH:26][C@@H:27]2[C@@H:32]3[CH2:33][C@@H:29]([CH:30]=[CH:31]3)[C@@H:28]2[C:34]([NH2:36])=[O:35])[C:23]([Cl:37])=[CH:22][N:21]=1, predict the reaction product. The product is: [Cl:37][C:23]1[C:24]([NH:26][CH:27]2[CH:32]3[CH2:33][CH:29]([CH:30]=[CH:31]3)[CH:28]2[C:34]([NH2:36])=[O:35])=[N:25][C:20]([NH:1][C:2]2[CH:3]=[CH:4][C:5]3[CH2:11][CH2:10][CH:9]([NH:12][CH2:13][CH2:14][OH:15])[CH2:8][CH2:7][C:6]=3[C:16]=2[O:17][CH3:18])=[N:21][CH:22]=1.